This data is from Forward reaction prediction with 1.9M reactions from USPTO patents (1976-2016). The task is: Predict the product of the given reaction. Given the reactants COC1C=CC(C[NH:8][C:9]2[CH:16]=[CH:15][CH:14]=[C:13]([C:17]([F:20])([F:19])[F:18])[C:10]=2[C:11]#[N:12])=CC=1.FC(F)(F)C(O)=O, predict the reaction product. The product is: [NH2:8][C:9]1[CH:16]=[CH:15][CH:14]=[C:13]([C:17]([F:18])([F:19])[F:20])[C:10]=1[C:11]#[N:12].